This data is from Full USPTO retrosynthesis dataset with 1.9M reactions from patents (1976-2016). The task is: Predict the reactants needed to synthesize the given product. Given the product [BrH:1].[CH3:25][NH:26][C:27]1[S:28][C:2]2[CH2:8][CH2:7][O:6][C:5]3[CH:9]=[C:10]([N:13]4[CH2:17][C@H:16]([CH2:18][NH:19][C:20](=[O:22])[CH3:21])[O:15][C:14]4=[O:23])[CH:11]=[CH:12][C:4]=3[C:3]=2[N:29]=1, predict the reactants needed to synthesize it. The reactants are: [Br:1][CH:2]1[CH2:8][CH2:7][O:6][C:5]2[CH:9]=[C:10]([N:13]3[CH2:17][C@H:16]([CH2:18][NH:19][C:20](=[O:22])[CH3:21])[O:15][C:14]3=[O:23])[CH:11]=[CH:12][C:4]=2[C:3]1=O.[CH3:25][NH:26][C:27]([NH2:29])=[S:28].